From a dataset of Full USPTO retrosynthesis dataset with 1.9M reactions from patents (1976-2016). Predict the reactants needed to synthesize the given product. (1) Given the product [NH2:24][C:22]1[N:23]=[C:18]([CH2:17][O:16]/[N:15]=[C:8](/[C:9]2[CH:14]=[CH:13][CH:12]=[CH:11][CH:10]=2)\[C:3]2[N:2]([CH3:1])[C:6](=[S:7])[O:5][N:4]=2)[CH:19]=[CH:20][CH:21]=1, predict the reactants needed to synthesize it. The reactants are: [CH3:1][N:2]1[C:6](=[S:7])[O:5][N:4]=[C:3]1/[C:8](=[N:15]\[O:16][CH2:17][C:18]1[N:23]=[C:22]([NH:24]C(=O)OC(C)(C)C)[CH:21]=[CH:20][CH:19]=1)/[C:9]1[CH:14]=[CH:13][CH:12]=[CH:11][CH:10]=1.FC(F)(F)C(O)=O. (2) Given the product [CH2:11]([O:10][C:8](=[O:9])[CH2:7][CH:33]1[O:34][B:35]([OH:39])[C:29]2[CH:28]=[C:27]([O:26][CH:23]3[CH2:24][CH2:25][CH2:47][CH2:48][O:49]3)[CH:32]=[C:31]([CH3:1])[C:30]1=2)[CH3:12], predict the reactants needed to synthesize it. The reactants are: [CH3:1][Si](Cl)(C)C.Br[CH2:7][C:8]([O:10][CH2:11][CH3:12])=[O:9].C(OC(N1[CH2:25][CH2:24][CH:23]([O:26][C:27]2[CH:32]=[CH:31][C:30]([CH:33]=[O:34])=[C:29]([B:35]3[O:39]C(C)(C)C(C)(C)O3)[CH:28]=2)CC1)=O)(C)(C)C.[NH4+].[Cl-].C1C[O:49][CH2:48][CH2:47]1.